This data is from Forward reaction prediction with 1.9M reactions from USPTO patents (1976-2016). The task is: Predict the product of the given reaction. (1) Given the reactants [Cl:1][C:2]1[CH:11]=[CH:10][C:9]2[C:8](=[O:12])[CH2:7][CH:6]([C:13]3[CH:18]=[CH:17][CH:16]=[CH:15][CH:14]=3)[CH2:5][C:4]=2[N:3]=1.[C:19]1([OH:25])[CH:24]=[CH:23][CH:22]=[CH:21][CH:20]=1, predict the reaction product. The product is: [ClH:1].[O:25]([C:2]1[CH:11]=[CH:10][C:9]2[C:8](=[O:12])[CH2:7][CH:6]([C:13]3[CH:18]=[CH:17][CH:16]=[CH:15][CH:14]=3)[CH2:5][C:4]=2[N:3]=1)[C:19]1[CH:24]=[CH:23][CH:22]=[CH:21][CH:20]=1. (2) Given the reactants Cl.[CH3:2][NH:3][CH2:4][CH2:5][CH2:6][C:7]([OH:9])=[O:8].[CH3:22][C:21]([O:20][C:18](O[C:18]([O:20][C:21]([CH3:24])([CH3:23])[CH3:22])=[O:19])=[O:19])([CH3:24])[CH3:23].CCN(CC)CC, predict the reaction product. The product is: [CH3:24][C:21]([O:20][C:18]([N:3]([CH3:2])[CH2:4][CH2:5][CH2:6][C:7]([OH:9])=[O:8])=[O:19])([CH3:22])[CH3:23]. (3) Given the reactants [CH3:1][O:2][C:3]1[CH:4]=[CH:5][CH:6]=[C:7]2[C:11]=1[NH:10][N:9]=[C:8]2[C:12]([O:14][CH3:15])=[O:13].[Br:16][C:17]1[CH:18]=[C:19](B(O)O)[CH:20]=[CH:21][CH:22]=1, predict the reaction product. The product is: [Br:16][C:17]1[CH:22]=[C:21]([N:10]2[C:11]3[C:7](=[CH:6][CH:5]=[CH:4][C:3]=3[O:2][CH3:1])[C:8]([C:12]([O:14][CH3:15])=[O:13])=[N:9]2)[CH:20]=[CH:19][CH:18]=1. (4) Given the reactants [CH2:1]([N:8]1[CH2:13][CH2:12][CH2:11][C@@H:10]([NH:14][C:15](=[O:23])[C:16]2[CH:21]=[CH:20][CH:19]=[CH:18][C:17]=2[CH3:22])[CH2:9]1)[C:2]1[CH:7]=[CH:6][CH:5]=[CH:4][CH:3]=1.[Li][CH2:25]CCC.Cl.[OH-].[Na+], predict the reaction product. The product is: [CH2:1]([N:8]1[CH2:13][CH2:12][CH2:11][C@@H:10]([N:14]2[CH:25]=[CH:22][C:17]3[C:16](=[CH:21][CH:20]=[CH:19][CH:18]=3)[C:15]2=[O:23])[CH2:9]1)[C:2]1[CH:3]=[CH:4][CH:5]=[CH:6][CH:7]=1. (5) Given the reactants [Cl:1][C:2]1[C:7](=[O:8])[N:6]([C:9]2[CH:10]=[C:11]([CH:18]=[CH:19][C:20]=2[CH3:21])[C:12](N(OC)C)=[O:13])[C:5]([CH3:22])=[N:4][C:3]=1[O:23][CH2:24][C:25]1[N:26]=[C:27]([CH3:30])[S:28][CH:29]=1.[C:31]([Mg]Br)#[CH:32], predict the reaction product. The product is: [Cl:1][C:2]1[C:7](=[O:8])[N:6]([C:9]2[CH:10]=[C:11]([C:12](=[O:13])[C:31]#[CH:32])[CH:18]=[CH:19][C:20]=2[CH3:21])[C:5]([CH3:22])=[N:4][C:3]=1[O:23][CH2:24][C:25]1[N:26]=[C:27]([CH3:30])[S:28][CH:29]=1. (6) Given the reactants [NH2:1][C:2]1[CH:7]=[CH:6][C:5]([OH:8])=[CH:4][C:3]=1[N+:9]([O-:11])=[O:10].CC([O-])(C)C.[K+].Cl[C:19]1[C:28]2[C:23](=[CH:24][C:25]([O:31][CH3:32])=[C:26]([O:29][CH3:30])[CH:27]=2)[N:22]=[CH:21][N:20]=1.C([O-])([O-])=O.[K+].[K+], predict the reaction product. The product is: [CH3:30][O:29][C:26]1[CH:27]=[C:28]2[C:23](=[CH:24][C:25]=1[O:31][CH3:32])[N:22]=[CH:21][N:20]=[C:19]2[O:8][C:5]1[CH:6]=[CH:7][C:2]([NH2:1])=[C:3]([N+:9]([O-:11])=[O:10])[CH:4]=1. (7) The product is: [Cl:17][C:12]1[CH:11]=[C:10]([C@@H:9]2[O:8][CH2:7][CH2:6][N:5]([C:18]([O:20][C:21]([CH3:24])([CH3:23])[CH3:22])=[O:19])[CH2:4][C@H:3]2[CH2:2][NH:1][C:32]2[C:33]([C:34]([O:36][CH3:37])=[O:35])=[CH:38][CH:39]=[CH:40][N:41]=2)[CH:15]=[CH:14][C:13]=1[Cl:16]. Given the reactants [NH2:1][CH2:2][C@H:3]1[C@H:9]([C:10]2[CH:15]=[CH:14][C:13]([Cl:16])=[C:12]([Cl:17])[CH:11]=2)[O:8][CH2:7][CH2:6][N:5]([C:18]([O:20][C:21]([CH3:24])([CH3:23])[CH3:22])=[O:19])[CH2:4]1.C(=O)([O-])[O-].[K+].[K+].Cl[C:32]1[N:41]=[CH:40][CH:39]=[CH:38][C:33]=1[C:34]([O:36][CH3:37])=[O:35], predict the reaction product. (8) Given the reactants [CH3:1][N:2]1[C@@H:18]2[CH2:19][C:7]3[CH:8]=[CH:9][C:10]([O:21][CH3:22])=[C:11]4[O:12][C@H:13]5[C@@H:14]([OH:20])[CH:15]=[CH:16][C@@H:17]2[C@:5]5([C:6]=34)[CH2:4][CH2:3]1.O.OP(O)(O)=O, predict the reaction product. The product is: [CH3:1][N:2]1[C@@H:18]2[CH2:19][C:7]3[CH:8]=[CH:9][C:10]([O:21][CH3:22])=[C:11]4[O:12][C@H:13]5[C@@H:14]([OH:20])[CH:15]=[CH:16][C@@H:17]2[C@:5]5([C:6]=34)[CH2:4][CH2:3]1. (9) Given the reactants [CH3:1][O:2][C:3](=[O:9])[C@@H:4]([OH:8])[CH:5]([CH3:7])[CH3:6].C(N(C(C)C)CC)(C)C.[CH3:19][Si:20]([CH3:27])([CH3:26])[CH2:21][CH2:22][O:23][CH2:24]Cl, predict the reaction product. The product is: [CH3:1][O:2][C:3](=[O:9])[C@@H:4]([O:8][CH2:24][O:23][CH2:22][CH2:21][Si:20]([CH3:27])([CH3:26])[CH3:19])[CH:5]([CH3:7])[CH3:6]. (10) Given the reactants [CH3:1][S:2][C:3]1[N:8]=[C:7]([NH:9][CH3:10])[C:6]([CH3:11])=[CH:5][N:4]=1.ClC1C=C(C=CC=1)C(OO)=[O:17].C(Cl)Cl.CO.N, predict the reaction product. The product is: [CH3:1][S:2]([C:3]1[N:8]=[C:7]([NH:9][CH3:10])[C:6]([CH3:11])=[CH:5][N:4]=1)=[O:17].